This data is from Full USPTO retrosynthesis dataset with 1.9M reactions from patents (1976-2016). The task is: Predict the reactants needed to synthesize the given product. (1) Given the product [O:9]1[C:5]2[CH:4]=[CH:3][C:2]([C:16]3[CH:17]=[CH:18][C:13]([CH:11]=[O:12])=[CH:14][CH:15]=3)=[CH:10][C:6]=2[CH:7]=[CH:8]1, predict the reactants needed to synthesize it. The reactants are: Br[C:2]1[CH:3]=[CH:4][C:5]2[O:9][CH:8]=[CH:7][C:6]=2[CH:10]=1.[CH:11]([C:13]1[CH:18]=[CH:17][C:16](B(O)O)=[CH:15][CH:14]=1)=[O:12].C(Cl)Cl.C(=O)([O-])[O-].[K+].[K+]. (2) Given the product [NH2:13][CH2:12][CH2:11][N:10]1[C:6]2[CH:5]=[CH:4][N:3]=[C:2]([NH2:1])[C:7]=2[N:8]=[C:9]1[S:24][C:25]1[C:33]([I:34])=[CH:32][C:28]2[O:29][CH2:30][O:31][C:27]=2[CH:26]=1, predict the reactants needed to synthesize it. The reactants are: [NH2:1][C:2]1[C:7]2[N:8]=[C:9]([S:24][C:25]3[C:33]([I:34])=[CH:32][C:28]4[O:29][CH2:30][O:31][C:27]=4[CH:26]=3)[N:10]([CH2:11][CH2:12][N:13]3C(=O)C4C(=CC=CC=4)C3=O)[C:6]=2[CH:5]=[CH:4][N:3]=1. (3) Given the product [F:46][C:47]1[CH:48]=[C:49]2[C:53](=[CH:54][CH:55]=1)[CH2:52][N:51]([C:18](=[O:19])[CH2:17][N:3]1[CH2:4][CH2:5][CH:6]([C:7]3[CH:12]=[CH:11][C:10]([C:13]([F:16])([F:15])[F:14])=[CH:9][CH:8]=3)[C:2]1=[O:1])[CH2:50]2, predict the reactants needed to synthesize it. The reactants are: [O:1]=[C:2]1[CH:6]([C:7]2[CH:12]=[CH:11][C:10]([C:13]([F:16])([F:15])[F:14])=[CH:9][CH:8]=2)[CH2:5][CH2:4][N:3]1[CH2:17][C:18](O)=[O:19].FC1C=CC(C2(C3C=CC(F)=CC=3)CCCN(CC(O)=O)C2=O)=CC=1.[F:46][C:47]1[CH:48]=[C:49]2[C:53](=[CH:54][CH:55]=1)[CH2:52][NH:51][CH2:50]2.C1(C2(C3C=CC=CC=3)CCNC2)C=CC=CC=1. (4) Given the product [S:4]1[CH:5]=[CH:6][C:2]([C:25]([OH:34])([CH2:26][CH2:27][CH2:28][CH2:29][CH2:30][CH2:31][CH2:32][CH3:33])[CH2:24][CH2:23][CH2:22][CH2:21][CH2:20][CH2:19][CH2:18][CH3:17])=[C:3]1[C:7]1[S:8][CH:9]=[CH:10][CH:11]=1, predict the reactants needed to synthesize it. The reactants are: Br[C:2]1[CH:6]=[CH:5][S:4][C:3]=1[C:7]1[S:8][CH:9]=[CH:10][CH:11]=1.C([Li])CCC.[CH3:17][CH2:18][CH2:19][CH2:20][CH2:21][CH2:22][CH2:23][CH2:24][C:25](=[O:34])[CH2:26][CH2:27][CH2:28][CH2:29][CH2:30][CH2:31][CH2:32][CH3:33].